Dataset: Forward reaction prediction with 1.9M reactions from USPTO patents (1976-2016). Task: Predict the product of the given reaction. (1) The product is: [CH3:15][NH:16][CH:11]1[CH2:12][CH2:13][N:8]([C:6]([O:5][C:1]([CH3:4])([CH3:3])[CH3:2])=[O:7])[CH2:9][CH2:10]1. Given the reactants [C:1]([O:5][C:6]([N:8]1[CH2:13][CH2:12][C:11](=O)[CH2:10][CH2:9]1)=[O:7])([CH3:4])([CH3:3])[CH3:2].[CH3:15][NH2:16].[BH-](OC(C)=O)(OC(C)=O)OC(C)=O.[Na+].[OH-].[Na+], predict the reaction product. (2) Given the reactants C([Si](C)(C)O[C:7]1[CH2:13][CH2:12][CH2:11][CH2:10][C:9](=[CH:14][C:15]2[CH:20]=[CH:19][CH:18]=[CH:17][C:16]=2[CH3:21])[CH:8]=1)(C)(C)C.C1C[O:27]CC1, predict the reaction product. The product is: [CH3:21][C:16]1[CH:17]=[CH:18][CH:19]=[CH:20][C:15]=1[CH2:14][C:9]1[C:8](=[O:27])[CH2:7][CH2:13][CH2:12][CH2:11][CH:10]=1. (3) Given the reactants [Si:1]([O:8][CH2:9][C:10]1[CH:11]=[CH:12][C:13]([NH:16][C:17](=[O:25])OC2C=CC=CC=2)=[N:14][CH:15]=1)([C:4]([CH3:7])([CH3:6])[CH3:5])([CH3:3])[CH3:2].[CH3:26][CH:27]1[CH2:32][CH2:31][N:30]([C:33]2[C:38]([CH2:39][NH2:40])=[CH:37][CH:36]=[C:35]([C:41]([F:44])([F:43])[F:42])[N:34]=2)[CH2:29][CH2:28]1.CN(C1C=CC=CN=1)C, predict the reaction product. The product is: [Si:1]([O:8][CH2:9][C:10]1[CH:11]=[CH:12][C:13]([NH:16][C:17]([NH:40][CH2:39][C:38]2[C:33]([N:30]3[CH2:31][CH2:32][CH:27]([CH3:26])[CH2:28][CH2:29]3)=[N:34][C:35]([C:41]([F:44])([F:42])[F:43])=[CH:36][CH:37]=2)=[O:25])=[N:14][CH:15]=1)([C:4]([CH3:5])([CH3:6])[CH3:7])([CH3:2])[CH3:3]. (4) The product is: [CH:21]1([NH:20][C:15]2[CH:14]=[C:13]([C:3]3[CH:4]=[CH:5][CH:6]=[C:7]([CH3:8])[C:2]=3[CH3:1])[N:18]=[C:17]([NH2:19])[N:16]=2)[CH2:24][CH2:23][CH2:22]1. Given the reactants [CH3:1][C:2]1[C:7]([CH3:8])=[CH:6][CH:5]=[CH:4][C:3]=1B(O)O.Cl[C:13]1[N:18]=[C:17]([NH2:19])[N:16]=[C:15]([NH:20][CH:21]2[CH2:24][CH2:23][CH2:22]2)[CH:14]=1, predict the reaction product. (5) Given the reactants [O:1]1[C:6]2[CH:7]=[CH:8][CH:9]=[CH:10][C:5]=2[NH:4][C:3](=[O:11])[CH2:2]1.[H-].[Na+].[CH2:14](I)[CH3:15], predict the reaction product. The product is: [CH2:14]([N:4]1[C:5]2[CH:10]=[CH:9][CH:8]=[CH:7][C:6]=2[O:1][CH2:2][C:3]1=[O:11])[CH3:15].